From a dataset of Full USPTO retrosynthesis dataset with 1.9M reactions from patents (1976-2016). Predict the reactants needed to synthesize the given product. (1) Given the product [F:1][C:2]1[CH:7]=[C:6]([F:8])[CH:5]=[C:4]([OH:9])[C:3]=1[CH:20]=[O:21], predict the reactants needed to synthesize it. The reactants are: [F:1][C:2]1[CH:3]=[C:4]([OH:9])[CH:5]=[C:6]([F:8])[CH:7]=1.C(N(CC)CC)C.[Cl-].[Mg+2].[Cl-].[CH2:20]=[O:21].Cl. (2) Given the product [Br:1][C:2]1[C:3]([N:23]2[CH2:24][CH2:25][N:20]([CH2:19][C:14]3[CH:15]=[CH:16][CH:17]=[CH:18][N:13]=3)[CH2:21][CH2:22]2)=[C:4]([N+:9]([O-:11])=[O:10])[C:5]([NH2:8])=[N:6][CH:7]=1, predict the reactants needed to synthesize it. The reactants are: [Br:1][C:2]1[C:3](Cl)=[C:4]([N+:9]([O-:11])=[O:10])[C:5]([NH2:8])=[N:6][CH:7]=1.[N:13]1[CH:18]=[CH:17][CH:16]=[CH:15][C:14]=1[CH2:19][N:20]1[CH2:25][CH2:24][NH:23][CH2:22][CH2:21]1.C(N(C(C)C)CC)(C)C. (3) Given the product [F:1][C:2]1[CH:7]=[CH:6][C:5]([F:8])=[CH:4][C:3]=1/[CH:9]=[CH:10]/[C:11]([NH:24][C:23]1[CH:25]=[CH:26][CH:27]=[C:21]([C:18]2[N:19]([CH3:20])[C:15]([CH3:14])=[N:16][CH:17]=2)[CH:22]=1)=[O:13], predict the reactants needed to synthesize it. The reactants are: [F:1][C:2]1[CH:7]=[CH:6][C:5]([F:8])=[CH:4][C:3]=1[CH:9]=[CH:10][C:11]([OH:13])=O.[CH3:14][C:15]1[N:19]([CH3:20])[C:18]([C:21]2[CH:22]=[C:23]([CH:25]=[CH:26][CH:27]=2)[NH2:24])=[CH:17][N:16]=1. (4) Given the product [CH3:41][S:42]([C:45]1[CH:50]=[CH:49][C:48]([C:2]2[CH:40]=[CH:39][C:5]([CH2:6][N:7]3[C:11]4[CH:12]=[CH:13][C:14]([O:16][CH2:17][C:18]5[CH:27]=[CH:26][C:25]6[C:20](=[CH:21][CH:22]=[CH:23][CH:24]=6)[N:19]=5)=[CH:15][C:10]=4[N:9]=[C:8]3[CH2:28][C:29]3([C:34]([OH:36])=[O:35])[CH2:30][CH2:31][CH2:32][CH2:33]3)=[CH:4][CH:3]=2)=[CH:47][CH:46]=1)(=[O:44])=[O:43], predict the reactants needed to synthesize it. The reactants are: Br[C:2]1[CH:40]=[CH:39][C:5]([CH2:6][N:7]2[C:11]3[CH:12]=[CH:13][C:14]([O:16][CH2:17][C:18]4[CH:27]=[CH:26][C:25]5[C:20](=[CH:21][CH:22]=[CH:23][CH:24]=5)[N:19]=4)=[CH:15][C:10]=3[N:9]=[C:8]2[CH2:28][C:29]2([C:34]([O:36]CC)=[O:35])[CH2:33][CH2:32][CH2:31][CH2:30]2)=[CH:4][CH:3]=1.[CH3:41][S:42]([C:45]1[CH:50]=[CH:49][C:48](B(O)O)=[CH:47][CH:46]=1)(=[O:44])=[O:43]. (5) Given the product [Cl:1][C:2]1[C:3]2[N:4]([C:21]([CH2:24][CH:25]3[CH2:26][CH2:27]3)=[N:22][N:23]=2)[CH:5]=[CH:6][C:7]=1[NH:8][CH2:9][C@H:10]1[CH2:14][CH2:13][CH2:12][C@@H:11]1[C:15]1[CH:16]=[CH:17][CH:18]=[CH:19][CH:20]=1, predict the reactants needed to synthesize it. The reactants are: [Cl:1][C:2]1[C:3]2[N:4]([C:21]([CH2:24][CH:25]3[CH2:27][CH2:26]3)=[N:22][N:23]=2)[CH:5]=[CH:6][C:7]=1[NH:8][CH2:9][C@@H:10]1[CH2:14][CH2:13][CH2:12][C@H:11]1[C:15]1[CH:20]=[CH:19][CH:18]=[CH:17][CH:16]=1.